From a dataset of Full USPTO retrosynthesis dataset with 1.9M reactions from patents (1976-2016). Predict the reactants needed to synthesize the given product. (1) Given the product [Si:3]([O:10][CH2:11][CH2:12][CH2:13][N:14]([CH3:23])[C:15]1[C:20]([F:21])=[CH:19][N:18]=[C:17]([Cl:22])[N:16]=1)([C:6]([CH3:9])([CH3:7])[CH3:8])([CH3:5])[CH3:4], predict the reactants needed to synthesize it. The reactants are: [H-].[Na+].[Si:3]([O:10][CH2:11][CH2:12][CH2:13][NH:14][C:15]1[C:20]([F:21])=[CH:19][N:18]=[C:17]([Cl:22])[N:16]=1)([C:6]([CH3:9])([CH3:8])[CH3:7])([CH3:5])[CH3:4].[CH3:23]I. (2) The reactants are: [C:1]([Li])([CH3:4])([CH3:3])[CH3:2].B(F)(F)F.CCOCC.[CH2:15]([O:17][C:18](=[O:33])[C@@H:19]1[CH2:23][CH2:22][CH:21](OC)[N:20]1[C:26]([O:28][C:29]([CH3:32])([CH3:31])[CH3:30])=[O:27])[CH3:16].N.[NH4+].[Cl-]. Given the product [CH2:15]([O:17][C:18](=[O:33])[C@@H:19]1[CH2:23][CH2:22][C@@H:21]([C:1]([CH3:4])([CH3:3])[CH3:2])[N:20]1[C:26]([O:28][C:29]([CH3:30])([CH3:31])[CH3:32])=[O:27])[CH3:16], predict the reactants needed to synthesize it. (3) Given the product [ClH:2].[Cl:2][C:3]1[CH:4]=[C:5]([NH:10][C:11]2[C:20]3[C:15](=[CH:16][C:17]([O:23][CH:24]4[CH2:31][C@@H:27]5[CH2:28][N:29]([CH3:36])[CH2:30][C@@H:26]5[CH2:25]4)=[C:18]([O:21][CH3:22])[CH:19]=3)[N:14]=[CH:13][N:12]=2)[CH:6]=[CH:7][C:8]=1[Cl:9], predict the reactants needed to synthesize it. The reactants are: Cl.[Cl:2][C:3]1[CH:4]=[C:5]([NH:10][C:11]2[C:20]3[C:15](=[CH:16][C:17]([O:23][CH:24]4[CH2:31][C@@H:27]5[CH2:28][NH:29][CH2:30][C@@H:26]5[CH2:25]4)=[C:18]([O:21][CH3:22])[CH:19]=3)[N:14]=[CH:13][N:12]=2)[CH:6]=[CH:7][C:8]=1[Cl:9].C=O.Cl.O1CCOC[CH2:36]1. (4) Given the product [O:1]=[C:2]1[C:7]2[CH:8]=[CH:9][CH:10]=[CH:11][C:6]=2[S:5][C:4]([C:12]2[N:17]=[C:16]([CH2:18][CH2:19][C:20]([NH2:33])=[O:22])[CH:15]=[CH:14][CH:13]=2)=[N:3]1, predict the reactants needed to synthesize it. The reactants are: [O:1]=[C:2]1[C:7]2[CH:8]=[CH:9][CH:10]=[CH:11][C:6]=2[S:5][C:4]([C:12]2[N:17]=[C:16]([CH2:18][CH2:19][C:20]([OH:22])=O)[CH:15]=[CH:14][CH:13]=2)=[N:3]1.ClC(OCC(C)C)=O.C([N:33](CC)CC)C.[NH4+]. (5) Given the product [Cl:1][C:2]1[N:3]=[C:4]([Cl:22])[C:5]2[CH:10]=[CH:9][N:8]([CH2:14][O:15][CH2:16][CH2:17][Si:18]([CH3:20])([CH3:19])[CH3:21])[C:6]=2[N:7]=1, predict the reactants needed to synthesize it. The reactants are: [Cl:1][C:2]1[N:3]=[C:4]([Cl:22])[C:5]2[C:10](C(N)=O)=[CH:9][N:8]([CH2:14][O:15][CH2:16][CH2:17][Si:18]([CH3:21])([CH3:20])[CH3:19])[C:6]=2[N:7]=1.CCN(CC)CC.C(OC(C(F)(F)F)=O)(C(F)(F)F)=O.